Dataset: CYP1A2 inhibition data for predicting drug metabolism from PubChem BioAssay. Task: Regression/Classification. Given a drug SMILES string, predict its absorption, distribution, metabolism, or excretion properties. Task type varies by dataset: regression for continuous measurements (e.g., permeability, clearance, half-life) or binary classification for categorical outcomes (e.g., BBB penetration, CYP inhibition). Dataset: cyp1a2_veith. (1) The molecule is O=C(O)c1ccc2c3c1cccc3c(=O)n1c3ccccc3nc21. The result is 1 (inhibitor). (2) The drug is O=C(Cc1ccccc1)NCCSCc1ccc(Cl)cc1. The result is 1 (inhibitor).